Dataset: Forward reaction prediction with 1.9M reactions from USPTO patents (1976-2016). Task: Predict the product of the given reaction. (1) Given the reactants Br[CH2:2][CH:3]([CH3:5])[CH3:4].[NH:6]1[C:10]([C:11]2[CH:12]=[C:13]([C:17]3[CH:18]=[CH:19][C:20]4[O:24][C:23]([C:25]5[CH:30]=[CH:29][C:28]([F:31])=[CH:27][CH:26]=5)=[C:22]([C:32]([NH:34][CH3:35])=[O:33])[C:21]=4[CH:36]=3)[CH:14]=[CH:15][CH:16]=2)=[N:9][N:8]=[N:7]1.C([O-])([O-])=O.[Na+].[Na+], predict the reaction product. The product is: [F:31][C:28]1[CH:29]=[CH:30][C:25]([C:23]2[O:24][C:20]3[CH:19]=[CH:18][C:17]([C:13]4[CH:14]=[CH:15][CH:16]=[C:11]([C:10]5[N:9]=[N:8][N:7]([CH2:2][CH:3]([CH3:5])[CH3:4])[N:6]=5)[CH:12]=4)=[CH:36][C:21]=3[C:22]=2[C:32]([NH:34][CH3:35])=[O:33])=[CH:26][CH:27]=1. (2) Given the reactants [CH:1]([NH2:4])([CH3:3])[CH3:2].Br[CH2:6][C:7]1[CH:12]=[CH:11][C:10]([B:13]2[O:17][C:16]([CH3:19])([CH3:18])[C:15]([CH3:21])([CH3:20])[O:14]2)=[CH:9][CH:8]=1, predict the reaction product. The product is: [CH3:18][C:16]1([CH3:19])[C:15]([CH3:20])([CH3:21])[O:14][B:13]([C:10]2[CH:9]=[CH:8][C:7]([CH2:6][NH:4][CH:1]([CH3:3])[CH3:2])=[CH:12][CH:11]=2)[O:17]1. (3) Given the reactants C(OC([N:11]1[CH2:15][C:14](=[O:16])[N:13]=[C:12]1[NH:17][CH2:18][C:19]1[CH:24]=[CH:23][CH:22]=[CH:21][C:20]=1[C:25]([F:28])([F:27])[F:26])=O)C1C=CC=CC=1.[N:29]1[C:38]2[C:33](=[N:34][C:35]([CH:39]=O)=[CH:36][CH:37]=2)[CH:32]=[CH:31][CH:30]=1.N1CCCCC1, predict the reaction product. The product is: [N:34]1[C:33]2[C:38](=[N:29][CH:30]=[CH:31][CH:32]=2)[CH:37]=[CH:36][C:35]=1[CH:39]=[C:15]1[NH:11][C:12]([NH:17][CH2:18][C:19]2[CH:24]=[CH:23][CH:22]=[CH:21][C:20]=2[C:25]([F:26])([F:27])[F:28])=[N:13][C:14]1=[O:16]. (4) The product is: [C:1]([O:5][C:6](=[O:22])[NH:7][C:8]1[CH:13]=[C:12]([N:14]([CH3:16])[CH3:15])[C:11]([C:17]([F:20])([F:19])[F:18])=[CH:10][C:9]=1[NH:21][C:28](=[O:27])[CH2:29][C:30](=[O:43])[C:31]1[CH:36]=[CH:35][CH:34]=[C:33]([C:37]2[CH:38]=[CH:39][N:40]=[CH:41][CH:42]=2)[CH:32]=1)([CH3:4])([CH3:2])[CH3:3]. Given the reactants [C:1]([O:5][C:6](=[O:22])[NH:7][C:8]1[CH:13]=[C:12]([N:14]([CH3:16])[CH3:15])[C:11]([C:17]([F:20])([F:19])[F:18])=[CH:10][C:9]=1[NH2:21])([CH3:4])([CH3:3])[CH3:2].C([O:27][C:28](=O)[CH2:29][C:30](=[O:43])[C:31]1[CH:36]=[CH:35][CH:34]=[C:33]([C:37]2[CH:42]=[CH:41][N:40]=[CH:39][CH:38]=2)[CH:32]=1)(C)(C)C, predict the reaction product. (5) The product is: [C:1]([O:5][C:6]([C@@H:7]1[CH2:11][CH2:10][C:9](=[O:12])[N:8]1[C:27](=[O:28])[C:26]1[CH:30]=[CH:31][CH:32]=[CH:33][C:25]=1[N:22]=[N+:23]=[N-:24])=[O:13])([CH3:4])([CH3:2])[CH3:3]. Given the reactants [C:1]([O:5][C:6](=[O:13])[C@@H:7]1[CH2:11][CH2:10][C:9](=[O:12])[NH:8]1)([CH3:4])([CH3:3])[CH3:2].[Li+].CC([N-]C(C)C)C.[N:22]([C:25]1[CH:33]=[CH:32][CH:31]=[CH:30][C:26]=1[C:27](Cl)=[O:28])=[N+:23]=[N-:24], predict the reaction product.